Task: Predict the product of the given reaction.. Dataset: Forward reaction prediction with 1.9M reactions from USPTO patents (1976-2016) (1) Given the reactants C[Al](C)C.C1(C)C=CC=CC=1.[C:12]([O:16][C:17]([N:19]1[CH:23]=[C:22]([CH2:24][CH2:25][CH2:26][C:27]([O:29]C)=[O:28])[N:21]=[C:20]1[NH2:31])=[O:18])([CH3:15])([CH3:14])[CH3:13], predict the reaction product. The product is: [C:12]([O:16][C:17]([N:19]1[CH:23]=[C:22]([CH2:24][CH2:25][CH2:26][C:27]([OH:29])=[O:28])[N:21]=[C:20]1[NH2:31])=[O:18])([CH3:15])([CH3:13])[CH3:14]. (2) Given the reactants [N:1]1[CH:6]=[CH:5][CH:4]=[CH:3][C:2]=1[NH:7][C:8]1[S:9][CH:10]=[CH:11][N:12]=1.[Br:13]Br.OS([O-])=O.[Na+], predict the reaction product. The product is: [Br:13][C:10]1[S:9][C:8]([NH:7][C:2]2[CH:3]=[CH:4][CH:5]=[CH:6][N:1]=2)=[N:12][CH:11]=1. (3) Given the reactants [OH-].[In+3:2].[OH-].[OH-].[S:5](=[O:9])(=[O:8])([OH:7])[OH:6], predict the reaction product. The product is: [S:5]([O-:9])([O-:8])(=[O:7])=[O:6].[In+3:2].[S:5]([O-:9])([O-:8])(=[O:7])=[O:6].[S:5]([O-:9])([O-:8])(=[O:7])=[O:6].[In+3:2]. (4) Given the reactants Cl[C:2]1[N:7]=[C:6]([CH2:8][N:9]2[CH2:14][CH2:13][O:12][CH2:11][CH2:10]2)[C:5]([C:15]([NH2:17])=[O:16])=[CH:4][CH:3]=1.[NH2:18][C:19]1[S:20][C:21]([C:27]2[CH:32]=[CH:31][C:30]([C:33]([OH:36])([CH3:35])[CH3:34])=[CH:29][C:28]=2[F:37])=[CH:22][C:23]=1[C:24]([NH2:26])=[O:25], predict the reaction product. The product is: [NH2:26][C:24]([C:23]1[CH:22]=[C:21]([C:27]2[CH:32]=[CH:31][C:30]([C:33]([OH:36])([CH3:35])[CH3:34])=[CH:29][C:28]=2[F:37])[S:20][C:19]=1[NH:18][C:2]1[CH:3]=[CH:4][C:5]([C:15]([NH2:17])=[O:16])=[C:6]([CH2:8][N:9]2[CH2:14][CH2:13][O:12][CH2:11][CH2:10]2)[N:7]=1)=[O:25]. (5) Given the reactants [CH3:1][C:2]1[C:7]([C:8]2[N:9]([C:17]3[CH:22]=[CH:21][C:20]([S:23]([NH2:26])(=[O:25])=[O:24])=[CH:19][CH:18]=3)[CH:10]=[C:11]([C:13]([F:16])([F:15])[F:14])[N:12]=2)=[CH:6][CH:5]=[CH:4][N:3]=1.[C:27](O[C:27](=[O:30])[CH2:28][CH3:29])(=[O:30])[CH2:28][CH3:29].C(N(CC)CC)C, predict the reaction product. The product is: [CH3:1][C:2]1[C:7]([C:8]2[N:9]([C:17]3[CH:22]=[CH:21][C:20]([S:23]([NH:26][C:27](=[O:30])[CH2:28][CH3:29])(=[O:25])=[O:24])=[CH:19][CH:18]=3)[CH:10]=[C:11]([C:13]([F:14])([F:15])[F:16])[N:12]=2)=[CH:6][CH:5]=[CH:4][N:3]=1.